This data is from Forward reaction prediction with 1.9M reactions from USPTO patents (1976-2016). The task is: Predict the product of the given reaction. (1) Given the reactants Cl[C:2]1[C:3]2[C:4](=[CH:14][N:15](CC3C=CC(OC)=CC=3)[N:16]=2)[N:5]=[C:6]([C:8]2[CH:13]=[CH:12][CH:11]=[CH:10][CH:9]=2)[N:7]=1.[NH2:26][C:27]1[CH:28]=[C:29]([OH:33])[CH:30]=[CH:31][CH:32]=1.Cl, predict the reaction product. The product is: [C:8]1([C:6]2[N:7]=[C:2]([NH:26][C:27]3[CH:28]=[C:29]([OH:33])[CH:30]=[CH:31][CH:32]=3)[C:3]3[NH:16][N:15]=[CH:14][C:4]=3[N:5]=2)[CH:9]=[CH:10][CH:11]=[CH:12][CH:13]=1. (2) Given the reactants Cl.Cl.[NH2:3][CH2:4][CH2:5][N:6]1[C:14]2[C:13]([NH:15][C:16]3[CH:21]=[CH:20][C:19]([O:22][C:23]4[CH:28]=[CH:27][CH:26]=[C:25]([C:29]([F:32])([F:31])[F:30])[CH:24]=4)=[C:18]([Cl:33])[CH:17]=3)=[N:12][CH:11]=[N:10][C:9]=2[CH:8]=[CH:7]1.[OH:34][C:35]([CH3:41])([CH3:40])[CH2:36][C:37](O)=[O:38].Cl.C(N=C=NCCCN(C)C)C.O.ON1C2C=CC=CC=2N=N1, predict the reaction product. The product is: [Cl:33][C:18]1[CH:17]=[C:16]([NH:15][C:13]2[C:14]3[N:6]([CH2:5][CH2:4][NH:3][C:37](=[O:38])[CH2:36][C:35]([OH:34])([CH3:41])[CH3:40])[CH:7]=[CH:8][C:9]=3[N:10]=[CH:11][N:12]=2)[CH:21]=[CH:20][C:19]=1[O:22][C:23]1[CH:28]=[CH:27][CH:26]=[C:25]([C:29]([F:32])([F:31])[F:30])[CH:24]=1. (3) The product is: [Cl:5][C:6]1[C:11]([C:12]([OH:14])=[O:13])=[C:10]([F:15])[C:9]([OH:16])=[CH:8][CH:7]=1. Given the reactants B(Br)(Br)Br.[Cl:5][C:6]1[C:11]([C:12]([OH:14])=[O:13])=[C:10]([F:15])[C:9]([O:16]C)=[CH:8][CH:7]=1.O.[OH-].[Na+], predict the reaction product. (4) Given the reactants [OH:1][C:2]1[C:7]([CH3:8])=[C:6]([CH3:9])[C:5]([OH:10])=[C:4]([CH3:11])[C:3]=1[CH:12]([C:18]1[CH:23]=[CH:22][C:21]([F:24])=[CH:20][CH:19]=1)[CH2:13][CH2:14][C:15]([OH:17])=[O:16].[N+]([O-])([O-])=O.[Ce].[NH4+].O.CCOCC, predict the reaction product. The product is: [F:24][C:21]1[CH:20]=[CH:19][C:18]([CH:12]([C:3]2[C:2](=[O:1])[C:7]([CH3:8])=[C:6]([CH3:9])[C:5](=[O:10])[C:4]=2[CH3:11])[CH2:13][CH2:14][C:15]([OH:17])=[O:16])=[CH:23][CH:22]=1. (5) The product is: [Cl:1][C:2]1[C:3]([O:12][C:13]2[CH:18]=[C:17]([O:19][CH2:20][CH2:21][O:22][CH2:23][CH2:24][O:25][CH3:26])[CH:16]=[CH:15][C:14]=2/[CH:27]=[CH:28]/[C:29]([OH:31])=[O:30])=[N:4][CH:5]=[C:6]([C:8]([F:9])([F:11])[F:10])[CH:7]=1. Given the reactants [Cl:1][C:2]1[C:3]([O:12][C:13]2[CH:18]=[C:17]([O:19][CH2:20][CH2:21][O:22][CH2:23][CH2:24][O:25][CH3:26])[CH:16]=[CH:15][C:14]=2/[CH:27]=[CH:28]/[C:29]([O:31]CC)=[O:30])=[N:4][CH:5]=[C:6]([C:8]([F:11])([F:10])[F:9])[CH:7]=1.[OH-].[Na+].Cl, predict the reaction product.